Task: Predict the reaction yield, written as a fraction of the theoretical maximum amount of product (1.0 means a 100% yield; for example, 0.34 means a 34% yield).. Dataset: Reaction yield outcomes from USPTO patents with 853,638 reactions (1) The reactants are CO[C:3](=[O:31])[C:4]1[CH:9]=[CH:8][C:7]([C:10]2([C:23]3[CH:28]=[CH:27][CH:26]=[C:25]([O:29][CH3:30])[CH:24]=3)[CH2:15][CH2:14][N:13]([CH2:16][C:17]3[CH:22]=[CH:21][CH:20]=[CH:19][CH:18]=3)[CH2:12][CH2:11]2)=[CH:6][CH:5]=1.O.[NH2:33][NH2:34]. The catalyst is CO. The product is [CH2:16]([N:13]1[CH2:12][CH2:11][C:10]([C:7]2[CH:6]=[CH:5][C:4]([C:3]([NH:33][NH2:34])=[O:31])=[CH:9][CH:8]=2)([C:23]2[CH:28]=[CH:27][CH:26]=[C:25]([O:29][CH3:30])[CH:24]=2)[CH2:15][CH2:14]1)[C:17]1[CH:18]=[CH:19][CH:20]=[CH:21][CH:22]=1. The yield is 1.00. (2) The reactants are [F:1][C:2]1[CH:7]=[C:6]([I:8])[CH:5]=[CH:4][C:3]=1[NH2:9].C[Si]([N-][Si](C)(C)C)(C)C.[Li+].F[C:21]1[CH:29]=[N:28][CH:27]=[CH:26][C:22]=1[C:23]([OH:25])=[O:24].[OH-].[Na+]. The catalyst is O1CCCC1.C(OCC)(=O)C. The product is [F:1][C:2]1[CH:7]=[C:6]([I:8])[CH:5]=[CH:4][C:3]=1[NH:9][C:21]1[CH:29]=[N:28][CH:27]=[CH:26][C:22]=1[C:23]([OH:25])=[O:24]. The yield is 0.940.